From a dataset of Full USPTO retrosynthesis dataset with 1.9M reactions from patents (1976-2016). Predict the reactants needed to synthesize the given product. (1) Given the product [Cl:1][C:2]1[C:7]([C:8]#[N:9])=[CH:6][N:5]=[C:4]([CH2:10][CH3:12])[C:3]=1[I:11], predict the reactants needed to synthesize it. The reactants are: [Cl:1][C:2]1[C:7]([C:8]#[N:9])=[CH:6][N:5]=[C:4]([CH3:10])[C:3]=1[I:11].[CH3:12][Si]([N-][Si](C)(C)C)(C)C.[Li+].IC. (2) The reactants are: [C:1]([CH2:3][CH2:4][NH:5][CH2:6][CH2:7][C:8]([O:10][CH2:11][CH3:12])=[O:9])#[N:2].[C:13](OC([O-])=O)([O:15][C:16]([CH3:19])([CH3:18])[CH3:17])=[O:14]. Given the product [C:16]([O:15][C:13]([N:5]([CH2:4][CH2:3][C:1]#[N:2])[CH2:6][CH2:7][C:8]([O:10][CH2:11][CH3:12])=[O:9])=[O:14])([CH3:19])([CH3:18])[CH3:17], predict the reactants needed to synthesize it. (3) Given the product [Cl:35][C:27]1[CH:26]=[C:25]([NH:24][C:2]2[C:7]([C:8]3[N:16]=[C:15]([CH3:17])[N:14]=[C:13]4[C:9]=3[N:10]=[CH:11][N:12]4[CH:18]3[CH2:23][CH2:22][CH2:21][CH2:20][O:19]3)=[CH:6][CH:5]=[CH:4][N:3]=2)[CH:30]=[CH:29][C:28]=1[NH:31][C:32](=[O:34])[CH3:33], predict the reactants needed to synthesize it. The reactants are: F[C:2]1[C:7]([C:8]2[N:16]=[C:15]([CH3:17])[N:14]=[C:13]3[C:9]=2[N:10]=[CH:11][N:12]3[CH:18]2[CH2:23][CH2:22][CH2:21][CH2:20][O:19]2)=[CH:6][CH:5]=[CH:4][N:3]=1.[NH2:24][C:25]1[CH:30]=[CH:29][C:28]([NH:31][C:32](=[O:34])[CH3:33])=[C:27]([Cl:35])[CH:26]=1.C[Si](N[Si](C)(C)C)(C)C.[Li].CO. (4) Given the product [CH3:1][O:2][C:3]1[CH:4]=[C:5]([CH2:11][CH2:12][NH:14][CH2:15][CH2:16][NH:17][C:18]2[CH:23]=[C:22]([CH3:24])[N:21]=[C:20]([O:25][C:26]3[C:31]([CH3:32])=[CH:30][C:29]([CH3:33])=[CH:28][C:27]=3[CH3:34])[C:19]=2[CH3:35])[CH:6]=[CH:7][C:8]=1[O:9][CH3:10], predict the reactants needed to synthesize it. The reactants are: [CH3:1][O:2][C:3]1[CH:4]=[C:5]([CH2:11][C:12]([NH:14][CH2:15][CH2:16][NH:17][C:18]2[CH:23]=[C:22]([CH3:24])[N:21]=[C:20]([O:25][C:26]3[C:31]([CH3:32])=[CH:30][C:29]([CH3:33])=[CH:28][C:27]=3[CH3:34])[C:19]=2[CH3:35])=O)[CH:6]=[CH:7][C:8]=1[O:9][CH3:10]. (5) Given the product [Br:1][C:2]1[C:7]([C:8]([O:10][CH3:16])=[O:9])=[C:6]([CH3:11])[C:5]([O:12][CH:13]([CH3:15])[CH3:14])=[CH:4][CH:3]=1, predict the reactants needed to synthesize it. The reactants are: [Br:1][C:2]1[C:7]([C:8]([OH:10])=[O:9])=[C:6]([CH3:11])[C:5]([O:12][CH:13]([CH3:15])[CH3:14])=[CH:4][CH:3]=1.[C:16](Cl)(=O)C(Cl)=O.CN(C=O)C. (6) Given the product [C:19]([NH:27][C:28]([NH:1][C:2]1[N:6]([CH2:7][CH:8]([OH:15])[C:9]2[CH:14]=[CH:13][CH:12]=[CH:11][CH:10]=2)[N:5]=[CH:4][C:3]=1[C:16]([O:18][CH2:31][CH3:32])=[O:17])=[S:29])(=[O:26])[C:20]1[CH:25]=[CH:24][CH:23]=[CH:22][CH:21]=1, predict the reactants needed to synthesize it. The reactants are: [NH2:1][C:2]1[N:6]([CH2:7][CH:8]([OH:15])[C:9]2[CH:14]=[CH:13][CH:12]=[CH:11][CH:10]=2)[N:5]=[CH:4][C:3]=1[C:16]([OH:18])=[O:17].[C:19]([N:27]=[C:28]=[S:29])(=[O:26])[C:20]1[CH:25]=[CH:24][CH:23]=[CH:22][CH:21]=1.O1CC[CH2:32][CH2:31]1. (7) Given the product [CH3:1][O:2][C:3](=[O:18])[CH2:4][C:5]1[C:9]2[C:10]([Cl:17])=[CH:11][C:12]([OH:15])=[C:13]([F:14])[C:8]=2[S:7][CH:6]=1, predict the reactants needed to synthesize it. The reactants are: [CH3:1][O:2][C:3](=[O:18])[CH2:4][C:5]1[C:9]2[C:10]([Cl:17])=[CH:11][C:12]([O:15]C)=[C:13]([F:14])[C:8]=2[S:7][CH:6]=1.CN(C=O)C.CC([S-])(C)C.[Na+]. (8) The reactants are: [CH3:1][O:2][C:3]1[CH:4]=[C:5]2[C:10](=[CH:11][C:12]=1[CH3:13])[O:9][CH2:8][CH2:7][C:6]2(O[Si](C)(C)C)[C:14]#[N:15].C[Si](Cl)(C)C.[I-].[Na+]. Given the product [CH3:1][O:2][C:3]1[CH:4]=[C:5]2[C:10](=[CH:11][C:12]=1[CH3:13])[O:9][CH2:8][CH2:7][CH:6]2[C:14]#[N:15], predict the reactants needed to synthesize it. (9) Given the product [N+:1]([C:4]1[CH:5]=[C:6]2[C:10](=[CH:11][CH:12]=1)[N:9]([C:19](=[O:20])[CH2:18][N:13]1[CH:17]=[CH:16][CH:15]=[N:14]1)[CH2:8][CH2:7]2)([O-:3])=[O:2], predict the reactants needed to synthesize it. The reactants are: [N+:1]([C:4]1[CH:5]=[C:6]2[C:10](=[CH:11][CH:12]=1)[NH:9][CH2:8][CH2:7]2)([O-:3])=[O:2].[N:13]1([CH2:18][C:19](O)=[O:20])[CH:17]=[CH:16][CH:15]=[N:14]1.F[P-](F)(F)(F)(F)F.N1(O[P+](N2CCCC2)(N2CCCC2)N2CCCC2)C2C=CC=CC=2N=N1.C(N(C(C)C)CC)(C)C.